Task: Predict the reactants needed to synthesize the given product.. Dataset: Full USPTO retrosynthesis dataset with 1.9M reactions from patents (1976-2016) (1) Given the product [CH3:1][O:2][C:3]1[CH:4]=[C:5]([CH:18]=[CH:19][CH:20]=1)[CH2:6][O:7][C:8]1[CH:17]=[CH:16][C:11]([C:12]([OH:14])=[O:13])=[CH:10][CH:9]=1, predict the reactants needed to synthesize it. The reactants are: [CH3:1][O:2][C:3]1[CH:4]=[C:5]([CH:18]=[CH:19][CH:20]=1)[CH2:6][O:7][C:8]1[CH:17]=[CH:16][C:11]([C:12]([O:14]C)=[O:13])=[CH:10][CH:9]=1.[Li+].[OH-]. (2) Given the product [CH2:1]([C:3]1[CH:4]=[C:5]([CH2:27][N:54]2[CH2:57][CH:56]([C:58]([O:60][CH3:61])=[O:59])[CH2:55]2)[S:6][C:7]=1[C:8]1[N:12]=[C:11]([C:13]2[CH:14]=[CH:15][C:16]([O:19][C:20]3[CH:25]=[CH:24][CH:23]=[CH:22][C:21]=3[F:26])=[CH:17][CH:18]=2)[O:10][N:9]=1)[CH3:2], predict the reactants needed to synthesize it. The reactants are: [CH2:1]([C:3]1[CH:4]=[C:5]([CH2:27]O)[S:6][C:7]=1[C:8]1[N:12]=[C:11]([C:13]2[CH:18]=[CH:17][C:16]([O:19][C:20]3[CH:25]=[CH:24][CH:23]=[CH:22][C:21]=3[F:26])=[CH:15][CH:14]=2)[O:10][N:9]=1)[CH3:2].C(Br)(Br)(Br)Br.C1(P(C2C=CC=CC=2)C2C=CC=CC=2)C=CC=CC=1.Cl.[NH:54]1[CH2:57][CH:56]([C:58]([O:60][CH3:61])=[O:59])[CH2:55]1.C(N(CC)C(C)C)(C)C. (3) Given the product [C:8]([NH:1][C:2]1[CH:7]=[CH:6][CH:5]=[CH:4][CH:3]=1)([O:10][C:11]([CH3:14])([CH3:13])[CH3:12])=[O:9], predict the reactants needed to synthesize it. The reactants are: [NH2:1][C:2]1[CH:7]=[CH:6][CH:5]=[CH:4][CH:3]=1.[C:8](O[C:8]([O:10][C:11]([CH3:14])([CH3:13])[CH3:12])=[O:9])([O:10][C:11]([CH3:14])([CH3:13])[CH3:12])=[O:9].[OH-].[Na+]. (4) Given the product [NH2:1][C:2]1[C:11]2[N:12]=[C:13]([CH2:39][O:40][CH2:41][CH3:42])[N:14]([CH2:15][CH2:16][CH2:17][N:18]([CH2:23][C:24]3[CH:25]=[C:26]([CH:36]=[CH:37][CH:38]=3)[O:27][C:28]([CH3:35])([CH3:34])[C:29]([O:31][CH2:32][CH3:33])=[O:30])[C:19](=[O:22])[CH2:20][N:43]([CH2:46][CH3:47])[CH2:44][CH3:45])[C:10]=2[C:9]2[CH:8]=[CH:7][CH:6]=[CH:5][C:4]=2[N:3]=1, predict the reactants needed to synthesize it. The reactants are: [NH2:1][C:2]1[C:11]2[N:12]=[C:13]([CH2:39][O:40][CH2:41][CH3:42])[N:14]([CH2:15][CH2:16][CH2:17][N:18]([CH2:23][C:24]3[CH:25]=[C:26]([CH:36]=[CH:37][CH:38]=3)[O:27][C:28]([CH3:35])([CH3:34])[C:29]([O:31][CH2:32][CH3:33])=[O:30])[C:19](=[O:22])[CH2:20]Cl)[C:10]=2[C:9]2[CH:8]=[CH:7][CH:6]=[CH:5][C:4]=2[N:3]=1.[NH:43]([CH2:46][CH3:47])[CH2:44][CH3:45].N.